From a dataset of Full USPTO retrosynthesis dataset with 1.9M reactions from patents (1976-2016). Predict the reactants needed to synthesize the given product. (1) Given the product [CH3:1][O:2][C:3]([C:5]1[C:6]([OH:30])=[C:7]2[C:12](=[C:13]([C:36]3[CH:37]=[N:38][CH:39]=[N:40][CH:41]=3)[N:14]=1)[N:11]([CH2:16][C:17]1[CH:22]=[CH:21][CH:20]=[CH:19][CH:18]=1)[C:10](=[O:23])[C:9]([C:24]1[CH:29]=[CH:28][CH:27]=[CH:26][CH:25]=1)=[CH:8]2)=[O:4], predict the reactants needed to synthesize it. The reactants are: [CH3:1][O:2][C:3]([C:5]1[C:6]([OH:30])=[C:7]2[C:12](=[C:13](Br)[N:14]=1)[N:11]([CH2:16][C:17]1[CH:22]=[CH:21][CH:20]=[CH:19][CH:18]=1)[C:10](=[O:23])[C:9]([C:24]1[CH:29]=[CH:28][CH:27]=[CH:26][CH:25]=1)=[CH:8]2)=[O:4].C([Sn](CCCC)(CCCC)[C:36]1[CH:37]=[N:38][CH:39]=[N:40][CH:41]=1)CCC.CCOC(C)=O.Cl. (2) Given the product [CH3:17][C:16]1[CH:15]=[C:14]([CH3:18])[NH:13][C:12](=[O:19])[C:11]=1[CH2:10][NH:9][C:7]([C:6]1[CH:20]=[C:2]([C:38]2[CH:39]=[CH:40][C:41]([CH2:42][N:43]3[CH2:48][CH2:47][O:46][CH2:45][CH2:44]3)=[CH:49][CH:50]=2)[CH:3]=[C:4]([N:22]([CH3:29])[CH:23]2[CH2:28][CH2:27][O:26][CH2:25][CH2:24]2)[C:5]=1[CH3:21])=[O:8], predict the reactants needed to synthesize it. The reactants are: Br[C:2]1[CH:3]=[C:4]([N:22]([CH3:29])[CH:23]2[CH2:28][CH2:27][O:26][CH2:25][CH2:24]2)[C:5]([CH3:21])=[C:6]([CH:20]=1)[C:7]([NH:9][CH2:10][C:11]1[C:12](=[O:19])[NH:13][C:14]([CH3:18])=[CH:15][C:16]=1[CH3:17])=[O:8].CC1(C)C(C)(C)OB([C:38]2[CH:50]=[CH:49][C:41]([CH2:42][N:43]3[CH2:48][CH2:47][O:46][CH2:45][CH2:44]3)=[CH:40][CH:39]=2)O1.C([O-])([O-])=O.[Na+].[Na+]. (3) The reactants are: [O:1]=[C:2]1[NH:10][C:5]2=[N:6][CH:7]=[CH:8][CH:9]=[C:4]2[N:3]1[CH:11]1[CH2:16][CH2:15][N:14]([C:17]2[N:22]=[CH:21][N:20]=[C:19]([C:23]([OH:25])=O)[CH:18]=2)[CH2:13][CH2:12]1.[S:26]1[C:30]2[CH2:31][NH:32][CH:33]([CH2:35][OH:36])[CH2:34][C:29]=2[CH:28]=[CH:27]1.CN(C(ON1N=NC2C=CC=CC1=2)=[N+](C)C)C.[B-](F)(F)(F)F. Given the product [OH:36][CH2:35][CH:33]1[N:32]([C:23]([C:19]2[N:20]=[CH:21][N:22]=[C:17]([N:14]3[CH2:13][CH2:12][CH:11]([N:3]4[C:4]5[C:5](=[N:6][CH:7]=[CH:8][CH:9]=5)[NH:10][C:2]4=[O:1])[CH2:16][CH2:15]3)[CH:18]=2)=[O:25])[CH2:31][C:30]2[S:26][CH:27]=[CH:28][C:29]=2[CH2:34]1, predict the reactants needed to synthesize it.